The task is: Predict the reaction yield, written as a fraction of the theoretical maximum amount of product (1.0 means a 100% yield; for example, 0.34 means a 34% yield).. This data is from Reaction yield outcomes from USPTO patents with 853,638 reactions. (1) The reactants are Cl.[Cl:2][C:3]1[CH:4]=[C:5]([C:10]23[CH2:15][CH:14]2[CH2:13][NH:12][CH2:11]3)[CH:6]=[CH:7][C:8]=1[Cl:9].[CH:16](O)=O. The catalyst is C=O.O.[OH-].[Na+]. The product is [Cl:2][C:3]1[CH:4]=[C:5]([C:10]23[CH2:15][CH:14]2[CH2:13][N:12]([CH3:16])[CH2:11]3)[CH:6]=[CH:7][C:8]=1[Cl:9]. The yield is 0.790. (2) The catalyst is CC(C)=O. The reactants are [C:1]([O:5][C:6](=[O:20])[NH:7][C:8]1[CH:9]=[CH:10][C:11]2[CH2:17][CH2:16][CH2:15][C:14](=[S:18])[NH:13][C:12]=2[CH:19]=1)([CH3:4])([CH3:3])[CH3:2].[C:21](=O)([O-])[O-].[K+].[K+].IC. The yield is 0.420. The product is [C:1]([O:5][C:6](=[O:20])[NH:7][C:8]1[CH:9]=[CH:10][C:11]2[CH2:17][CH2:16][CH2:15][C:14]([S:18][CH3:21])=[N:13][C:12]=2[CH:19]=1)([CH3:4])([CH3:2])[CH3:3]. (3) The yield is 0.680. The catalyst is N1C=CC=CC=1. The product is [C:11]([O:10][C@@H:9]1[C@H:8]([CH2:19][O:20][C:21](=[O:28])[C:22]2[CH:23]=[CH:24][CH:25]=[CH:26][CH:27]=2)[O:7][C@H:6]([N:29]2[CH:37]=[N:36][C:35]3[C:30]2=[N:31][CH:32]=[N:33][C:34]=3[NH2:38])[C@H:5]1[OH:4])(=[O:18])[C:12]1[CH:13]=[CH:14][CH:15]=[CH:16][CH:17]=1. The reactants are C([O:4][C@H:5]1[C@H:9]([O:10][C:11](=[O:18])[C:12]2[CH:17]=[CH:16][CH:15]=[CH:14][CH:13]=2)[C@H:8]([CH2:19][O:20][C:21](=[O:28])[C:22]2[CH:27]=[CH:26][CH:25]=[CH:24][CH:23]=2)[O:7][C@@H:6]1[N:29]1[CH:37]=[N:36][C:35]2[C:30]1=[N:31][CH:32]=[N:33][C:34]=2[NH2:38])(=O)C.O.NN. (4) The reactants are ClCCl.[CH2:4]([O:6][C:7]1[CH:12]=[CH:11][C:10]([C:13]2[CH:18]=[CH:17][C:16]([CH:19]3[CH2:24][CH2:23][CH:22]([CH:25]4[CH2:30][CH2:29][CH:28]([CH2:31][CH2:32][CH3:33])[CH2:27][CH2:26]4)[O:21][CH:20]3O)=[C:15]([F:35])[C:14]=2[F:36])=[C:9]([F:37])[C:8]=1[F:38])[CH3:5].C([SiH](CC)CC)C. The catalyst is O. The product is [CH2:4]([O:6][C:7]1[CH:12]=[CH:11][C:10]([C:13]2[CH:18]=[CH:17][C:16]([CH:19]3[CH2:20][O:21][CH:22]([CH:25]4[CH2:30][CH2:29][CH:28]([CH2:31][CH2:32][CH3:33])[CH2:27][CH2:26]4)[CH2:23][CH2:24]3)=[C:15]([F:35])[C:14]=2[F:36])=[C:9]([F:37])[C:8]=1[F:38])[CH3:5]. The yield is 0.360. (5) The reactants are [CH2:1]([O:3][C:4]([C:6]1[NH:7][C:8]([CH3:12])=[CH:9][C:10]=1[CH3:11])=[O:5])[CH3:2].C(=O)([O-])[O-].[K+].[K+].C(#N)C.[Br:22]N1C(=O)CCC1=O. The catalyst is O. The product is [CH2:1]([O:3][C:4]([C:6]1[NH:7][C:8]([CH3:12])=[C:9]([Br:22])[C:10]=1[CH3:11])=[O:5])[CH3:2]. The yield is 0.760. (6) The reactants are Cl[C:2]1[N:3]=[C:4]([N:17]2[CH2:22][CH2:21][O:20][CH2:19][CH2:18]2)[C:5]2[CH:10]=[CH:9][N:8]([CH2:11][CH:12]([O:15][CH3:16])[O:13][CH3:14])[C:6]=2[N:7]=1.[NH2:23][C:24]1[CH:29]=[CH:28][C:27](B2OC(C)(C)C(C)(C)O2)=[CH:26][CH:25]=1.C(=O)([O-])[O-].[Na+].[Na+]. The catalyst is C1C=CC([P]([Pd]([P](C2C=CC=CC=2)(C2C=CC=CC=2)C2C=CC=CC=2)([P](C2C=CC=CC=2)(C2C=CC=CC=2)C2C=CC=CC=2)[P](C2C=CC=CC=2)(C2C=CC=CC=2)C2C=CC=CC=2)(C2C=CC=CC=2)C2C=CC=CC=2)=CC=1.COCCOC. The product is [CH3:14][O:13][CH:12]([O:15][CH3:16])[CH2:11][N:8]1[C:6]2[N:7]=[C:2]([C:27]3[CH:28]=[CH:29][C:24]([NH2:23])=[CH:25][CH:26]=3)[N:3]=[C:4]([N:17]3[CH2:22][CH2:21][O:20][CH2:19][CH2:18]3)[C:5]=2[CH:10]=[CH:9]1. The yield is 0.970.